This data is from Reaction yield outcomes from USPTO patents with 853,638 reactions. The task is: Predict the reaction yield, written as a fraction of the theoretical maximum amount of product (1.0 means a 100% yield; for example, 0.34 means a 34% yield). The reactants are [NH2:1][C:2]1[CH:3]=[C:4]([C:8]2[C:16]3[C:11](=[CH:12][CH:13]=[C:14]([C:17]([NH2:19])=[O:18])[CH:15]=3)[N:10](C3CCCCO3)[N:9]=2)[CH:5]=[CH:6][CH:7]=1.[C:26]1([CH2:32][C:33](O)=[O:34])[CH:31]=[CH:30][CH:29]=[CH:28][CH:27]=1.CCN=C=NCCCN(C)C. No catalyst specified. The product is [C:26]1([CH2:32][C:33]([NH:1][C:2]2[CH:3]=[C:4]([C:8]3[C:16]4[C:11](=[CH:12][CH:13]=[C:14]([C:17]([NH2:19])=[O:18])[CH:15]=4)[NH:10][N:9]=3)[CH:5]=[CH:6][CH:7]=2)=[O:34])[CH:31]=[CH:30][CH:29]=[CH:28][CH:27]=1. The yield is 0.120.